Dataset: Catalyst prediction with 721,799 reactions and 888 catalyst types from USPTO. Task: Predict which catalyst facilitates the given reaction. (1) Reactant: CC(OI1(OC(C)=O)(OC(C)=O)OC(=O)C2C=CC=CC1=2)=O.[OH:23][CH2:24][CH2:25][CH2:26][C:27]1[CH:32]=[C:31]([C:33]2[CH:38]=[CH:37][CH:36]=[C:35]([C:39]([F:42])([F:41])[F:40])[CH:34]=2)[N:30]=[C:29]([C:43]#[N:44])[N:28]=1. Product: [O:23]=[CH:24][CH2:25][CH2:26][C:27]1[CH:32]=[C:31]([C:33]2[CH:38]=[CH:37][CH:36]=[C:35]([C:39]([F:42])([F:40])[F:41])[CH:34]=2)[N:30]=[C:29]([C:43]#[N:44])[N:28]=1. The catalyst class is: 4. (2) Reactant: [CH:1]([C:3]1[S:7][C:6]([C:8]([OH:10])=O)=[CH:5][CH:4]=1)=[O:2].C(N1C=CN=C1)(N1C=CN=C1)=O.[NH2:23][CH2:24][C:25]([NH2:27])=[O:26].Cl. Product: [C:25]([CH2:24][NH:23][C:8]([C:6]1[S:7][C:3]([CH:1]=[O:2])=[CH:4][CH:5]=1)=[O:10])(=[O:26])[NH2:27]. The catalyst class is: 571. (3) Reactant: C(NC(C)C)(C)C.C([Li])CCC.[Cl:13][C:14]1[CH:15]=[CH:16][C:17]([F:20])=[N:18][CH:19]=1.N1(C=O)CC[O:24][CH2:23]C1. Product: [Cl:13][C:14]1[CH:19]=[N:18][C:17]([F:20])=[C:16]([CH:15]=1)[CH:23]=[O:24]. The catalyst class is: 1. (4) Reactant: [Cl:1][C:2]1[N:7]=[C:6]2[CH:8]=[C:9]([CH2:20]O)[N:10]([S:11]([C:14]3[CH:19]=[CH:18][CH:17]=[CH:16][CH:15]=3)(=[O:13])=[O:12])[C:5]2=[CH:4][CH:3]=1.S(Cl)([Cl:24])=O. Product: [Cl:1][C:2]1[N:7]=[C:6]2[CH:8]=[C:9]([CH2:20][Cl:24])[N:10]([S:11]([C:14]3[CH:19]=[CH:18][CH:17]=[CH:16][CH:15]=3)(=[O:13])=[O:12])[C:5]2=[CH:4][CH:3]=1. The catalyst class is: 4. (5) Reactant: [NH2:1][C:2]1[CH:7]=[CH:6][C:5]([C:8]2[C:17]3[C:12](=[CH:13][CH:14]=[C:15]([Cl:18])[CH:16]=3)[N:11]=[C:10]([N:19]([CH2:22][CH3:23])[CH2:20][CH3:21])[CH:9]=2)=[CH:4][CH:3]=1. Product: [NH2:1][C:2]1[CH:7]=[CH:6][C:5]([CH:8]2[C:17]3[C:12](=[CH:13][CH:14]=[C:15]([Cl:18])[CH:16]=3)[N:11]=[C:10]([N:19]([CH2:22][CH3:23])[CH2:20][CH3:21])[CH2:9]2)=[CH:4][CH:3]=1. The catalyst class is: 97.